From a dataset of Full USPTO retrosynthesis dataset with 1.9M reactions from patents (1976-2016). Predict the reactants needed to synthesize the given product. (1) Given the product [Br:1][C:2]1[CH:6]=[N:5][N:4]([CH:10]2[CH2:11][CH2:12][CH2:13][CH2:14][O:9]2)[C:3]=1[C:7]#[N:8], predict the reactants needed to synthesize it. The reactants are: [Br:1][C:2]1[C:3]([C:7]#[N:8])=[N:4][NH:5][CH:6]=1.[O:9]1[CH:14]=[CH:13][CH2:12][CH2:11][CH2:10]1.[H-].[Na+]. (2) Given the product [NH2:1][C:2]1[C:11]2[CH:10]=[CH:9][C:8]([F:12])=[C:7]([C:29]3[C:24]([O:23][CH3:22])=[N:25][CH:26]=[CH:27][CH:28]=3)[C:6]=2[N:5]=[C:4]2[CH2:14][N:15]([CH:18]3[CH2:21][CH2:20][CH2:19]3)[C:16](=[O:17])[C:3]=12, predict the reactants needed to synthesize it. The reactants are: [NH2:1][C:2]1[C:11]2[CH:10]=[CH:9][C:8]([F:12])=[C:7](Br)[C:6]=2[N:5]=[C:4]2[CH2:14][N:15]([CH:18]3[CH2:21][CH2:20][CH2:19]3)[C:16](=[O:17])[C:3]=12.[CH3:22][O:23][C:24]1[C:29](B(O)O)=[CH:28][CH:27]=[CH:26][N:25]=1. (3) Given the product [NH2:31][CH2:30][CH2:29][N:28]1[C:21]2[C:20]([NH:19][C:4]3[CH:5]=[CH:6][C:7]([O:8][C:9]4[CH:14]=[CH:13][CH:12]=[C:11]([C:15]([F:17])([F:18])[F:16])[CH:10]=4)=[C:2]([CH3:1])[CH:3]=3)=[N:25][CH:24]=[N:23][C:22]=2[CH:26]=[CH:27]1, predict the reactants needed to synthesize it. The reactants are: [CH3:1][C:2]1[CH:3]=[C:4]([NH:19][C:20]2[C:21]3[N:28]([CH2:29][CH2:30][NH:31]C(=O)OC(C)(C)C)[CH:27]=[CH:26][C:22]=3[N:23]=[CH:24][N:25]=2)[CH:5]=[CH:6][C:7]=1[O:8][C:9]1[CH:14]=[CH:13][CH:12]=[C:11]([C:15]([F:18])([F:17])[F:16])[CH:10]=1.FC(F)(F)C(O)=O. (4) Given the product [Cl:4][C:5]1[C:6]([CH:12]([S:21]([C:24]2[CH:29]=[CH:28][C:27]([Cl:30])=[CH:26][CH:25]=2)(=[O:23])=[O:22])[C:13]2[CH:18]=[C:17]([F:19])[CH:16]=[CH:15][C:14]=2[F:20])=[CH:7][C:8]([NH:11][S:52]([CH2:51][C:48]2[CH:49]=[CH:50][N:45]=[CH:46][CH:47]=2)(=[O:54])=[O:53])=[N:9][CH:10]=1, predict the reactants needed to synthesize it. The reactants are: C(Cl)Cl.[Cl:4][C:5]1[C:6]([CH:12]([S:21]([C:24]2[CH:29]=[CH:28][C:27]([Cl:30])=[CH:26][CH:25]=2)(=[O:23])=[O:22])[C:13]2[CH:18]=[C:17]([F:19])[CH:16]=[CH:15][C:14]=2[F:20])=[CH:7][C:8]([NH2:11])=[N:9][CH:10]=1.N1C=CC=CC=1.OS(C(F)(F)F)(=O)=O.[N:45]1[CH:50]=[CH:49][C:48]([CH2:51][S:52](Cl)(=[O:54])=[O:53])=[CH:47][CH:46]=1.